This data is from Full USPTO retrosynthesis dataset with 1.9M reactions from patents (1976-2016). The task is: Predict the reactants needed to synthesize the given product. The reactants are: Br[C:2]1[CH:15]=[CH:14][CH:13]=[CH:12][C:3]=1[O:4][C:5]1[CH:10]=[CH:9][N:8]=[C:7]([NH2:11])[N:6]=1.CC1(C)C(C)(C)OB([C:24]2[CH:25]=[CH:26][C:27]([C:30]3[CH:31]=[N:32][C:33]([NH2:36])=[N:34][CH:35]=3)=[N:28][CH:29]=2)O1. Given the product [NH2:36][C:33]1[N:34]=[CH:35][C:30]([C:27]2[N:28]=[CH:29][C:24]([C:2]3[CH:15]=[CH:14][CH:13]=[CH:12][C:3]=3[O:4][C:5]3[CH:10]=[CH:9][N:8]=[C:7]([NH2:11])[N:6]=3)=[CH:25][CH:26]=2)=[CH:31][N:32]=1, predict the reactants needed to synthesize it.